From a dataset of NCI-60 drug combinations with 297,098 pairs across 59 cell lines. Regression. Given two drug SMILES strings and cell line genomic features, predict the synergy score measuring deviation from expected non-interaction effect. (1) Drug 1: CC1=C(C=C(C=C1)NC2=NC=CC(=N2)N(C)C3=CC4=NN(C(=C4C=C3)C)C)S(=O)(=O)N.Cl. Drug 2: C1=NC2=C(N=C(N=C2N1C3C(C(C(O3)CO)O)O)F)N. Cell line: A549. Synergy scores: CSS=-5.95, Synergy_ZIP=-0.249, Synergy_Bliss=-6.75, Synergy_Loewe=-8.17, Synergy_HSA=-8.25. (2) Drug 1: CNC(=O)C1=CC=CC=C1SC2=CC3=C(C=C2)C(=NN3)C=CC4=CC=CC=N4. Cell line: IGROV1. Drug 2: CC1C(C(CC(O1)OC2CC(CC3=C2C(=C4C(=C3O)C(=O)C5=C(C4=O)C(=CC=C5)OC)O)(C(=O)CO)O)N)O.Cl. Synergy scores: CSS=33.1, Synergy_ZIP=-0.319, Synergy_Bliss=-1.66, Synergy_Loewe=-17.5, Synergy_HSA=-1.58.